This data is from Forward reaction prediction with 1.9M reactions from USPTO patents (1976-2016). The task is: Predict the product of the given reaction. (1) Given the reactants CS(C1C=CC(N)=CC=1)(=O)=O.[CH3:12][S:13]([C:16]1[CH:17]=[C:18]2[C:22](=[CH:23][CH:24]=1)[NH:21][C:20](=[O:25])[C:19]2=[O:26])(=[O:15])=[O:14].[CH:27]1[C:32]([NH:33][NH2:34])=[CH:31][CH:30]=[C:29]([S:35]([NH2:38])(=[O:37])=[O:36])[CH:28]=1.Cl, predict the reaction product. The product is: [CH3:12][S:13]([C:16]1[CH:17]=[C:18]2[C:22](=[CH:23][CH:24]=1)[NH:21][C:20](=[O:25])[C:19]2=[O:26])(=[O:15])=[O:14].[CH3:12][S:13]([C:16]1[CH:17]=[C:18]2[C:22](=[CH:23][CH:24]=1)[NH:21][C:20](=[O:25])[C:19]2=[N:34][NH:33][C:32]1[CH:31]=[CH:30][C:29]([S:35]([NH2:38])(=[O:36])=[O:37])=[CH:28][CH:27]=1)(=[O:15])=[O:14]. (2) Given the reactants [Cl:1][C:2]1[CH:19]=[CH:18][C:5]([C:6]([CH:8]2C(=O)O[C:11](C)([CH3:15])[O:10][C:9]2=[O:17])=[O:7])=[C:4]([F:20])[CH:3]=1, predict the reaction product. The product is: [Cl:1][C:2]1[CH:19]=[CH:18][C:5]([C:6](=[O:7])[CH2:8][C:9]([O:10][CH2:11][CH3:15])=[O:17])=[C:4]([F:20])[CH:3]=1. (3) Given the reactants [CH3:1][O:2][C:3]1[CH:4]=[C:5]2[C:10](=[CH:11][CH:12]=1)[C:9]([C:13](=[O:29])[C:14]1[CH:19]=[CH:18][C:17]([O:20][CH2:21][CH2:22][N:23]3[CH2:28][CH2:27][CH2:26][CH2:25][CH2:24]3)=[CH:16][CH:15]=1)=[C:8](OS(C(F)(F)F)(=O)=O)[CH:7]=[CH:6]2.[CH3:38][S:39][C:40]1[CH:45]=[C:44]([F:46])[CH:43]=[CH:42][C:41]=1B(O)O.[F-].[Cs+].C1(P(C2CCCCC2)C2CCCCC2)CCCCC1, predict the reaction product. The product is: [F:46][C:44]1[CH:43]=[CH:42][C:41]([C:8]2[CH:7]=[CH:6][C:5]3[C:10](=[CH:11][CH:12]=[C:3]([O:2][CH3:1])[CH:4]=3)[C:9]=2[C:13]([C:14]2[CH:19]=[CH:18][C:17]([O:20][CH2:21][CH2:22][N:23]3[CH2:28][CH2:27][CH2:26][CH2:25][CH2:24]3)=[CH:16][CH:15]=2)=[O:29])=[C:40]([S:39][CH3:38])[CH:45]=1. (4) Given the reactants [Br:1][C:2]1[CH:7]=[CH:6][C:5]([OH:8])=[CH:4][CH:3]=1.[Cl:9][C:10]1[CH:15]=[CH:14][C:13]([CH:16](O)[CH2:17][CH2:18][CH2:19][CH2:20][CH2:21][N:22]2[CH2:27][CH2:26][CH:25]([C:28]3[CH:29]=[C:30]([NH:34][C:35](=[O:39])[CH:36]([CH3:38])[CH3:37])[CH:31]=[CH:32][CH:33]=3)[CH2:24][CH2:23]2)=[CH:12][CH:11]=1, predict the reaction product. The product is: [Br:1][C:2]1[CH:7]=[CH:6][C:5]([O:8][CH:16]([C:13]2[CH:12]=[CH:11][C:10]([Cl:9])=[CH:15][CH:14]=2)[CH2:17][CH2:18][CH2:19][CH2:20][CH2:21][N:22]2[CH2:23][CH2:24][CH:25]([C:28]3[CH:29]=[C:30]([NH:34][C:35](=[O:39])[CH:36]([CH3:38])[CH3:37])[CH:31]=[CH:32][CH:33]=3)[CH2:26][CH2:27]2)=[CH:4][CH:3]=1. (5) Given the reactants [Cl:1][C:2]1[CH:3]=[C:4]2[C:10]([C:11]3[N:16]=[C:15]([NH:17][CH:18]4[CH2:23][CH2:22][CH2:21][C:20](=[O:24])[CH2:19]4)[C:14]([F:25])=[CH:13][N:12]=3)=[CH:9][N:8]([S:26]([C:29]3[CH:34]=[CH:33][C:32](C)=[CH:31][CH:30]=3)(=[O:28])=[O:27])[C:5]2=[N:6][CH:7]=1.Cl[C:37]1C=C2C(C3N=C(NC4CCCC(=O)C4)C(F)=CN=3)=CN(S(C3C=CC=CC=3)(=O)=O)C2=NC=1.C[Mg]Br, predict the reaction product. The product is: [Cl:1][C:2]1[CH:3]=[C:4]2[C:10]([C:11]3[N:16]=[C:15]([NH:17][CH:18]4[CH2:23][CH2:22][CH2:21][C:20]([CH3:37])([OH:24])[CH2:19]4)[C:14]([F:25])=[CH:13][N:12]=3)=[CH:9][N:8]([S:26]([C:29]3[CH:34]=[CH:33][CH:32]=[CH:31][CH:30]=3)(=[O:28])=[O:27])[C:5]2=[N:6][CH:7]=1. (6) The product is: [CH3:1][N:2]1[C:7](=[O:8])[CH:6]=[C:5]([C:9]2[CH:10]=[CH:11][C:12]([CH2:13][N:14]3[CH2:15][CH2:16][NH:17][CH2:18][CH2:19]3)=[CH:27][CH:28]=2)[C:4]([C:29]2[CH:34]=[CH:33][CH:32]=[CH:31][C:30]=2[O:35][C:36]2[CH:41]=[CH:40][CH:39]=[CH:38][CH:37]=2)=[N:3]1. Given the reactants [CH3:1][N:2]1[C:7](=[O:8])[CH:6]=[C:5]([C:9]2[CH:28]=[CH:27][C:12]([CH2:13][N:14]3[CH2:19][CH2:18][N:17](C(OC(C)(C)C)=O)[CH2:16][CH2:15]3)=[CH:11][CH:10]=2)[C:4]([C:29]2[CH:34]=[CH:33][CH:32]=[CH:31][C:30]=2[O:35][C:36]2[CH:41]=[CH:40][CH:39]=[CH:38][CH:37]=2)=[N:3]1.FC(F)(F)C(O)=O, predict the reaction product.